Task: Predict the product of the given reaction.. Dataset: Forward reaction prediction with 1.9M reactions from USPTO patents (1976-2016) (1) Given the reactants Br[C:2]1[CH:25]=[CH:24][C:5]([O:6][C:7]2[CH:12]=[CH:11][C:10]([NH:13][C:14](=[O:23])[C:15]3[CH:20]=[CH:19][C:18]([Cl:21])=[C:17]([Cl:22])[CH:16]=3)=[CH:9][CH:8]=2)=[CH:4][CH:3]=1.CCCCCC.C([Li])CCC.[C:37]([O:41][C:42]([N:44]1[CH2:49][CH2:48][C:47](=[O:50])[CH2:46][CH2:45]1)=[O:43])([CH3:40])([CH3:39])[CH3:38].[Cl-].[NH4+], predict the reaction product. The product is: [C:37]([O:41][C:42]([N:44]1[CH2:49][CH2:48][C:47]([C:2]2[CH:25]=[CH:24][C:5]([O:6][C:7]3[CH:12]=[CH:11][C:10]([NH:13][C:14](=[O:23])[C:15]4[CH:20]=[CH:19][C:18]([Cl:21])=[C:17]([Cl:22])[CH:16]=4)=[CH:9][CH:8]=3)=[CH:4][CH:3]=2)([OH:50])[CH2:46][CH2:45]1)=[O:43])([CH3:40])([CH3:38])[CH3:39]. (2) Given the reactants Cl.FC(F)(F)C1C=CC(O[C@H]2[C@@H]3CC[C@@H]([C@@H](CO)N3)C2)=NC=1.[CH3:23][O:24][CH2:25][C@@H:26]1[C@@H:31]2[CH2:32][CH2:33][C@@H:28]([C@H:29]([O:34][C:35]3[CH:40]=[CH:39][C:38]([C:41]([F:44])([F:43])[F:42])=[CH:37][N:36]=3)[CH2:30]2)[N:27]1C(OC(C)(C)C)=O, predict the reaction product. The product is: [CH3:23][O:24][CH2:25][C@@H:26]1[C@@H:31]2[CH2:32][CH2:33][C@@H:28]([C@H:29]([O:34][C:35]3[CH:40]=[CH:39][C:38]([C:41]([F:44])([F:42])[F:43])=[CH:37][N:36]=3)[CH2:30]2)[NH:27]1. (3) Given the reactants C(Cl)(=O)C.[N+:5]([C:8]([CH3:38])([CH3:37])[CH2:9][O:10][C:11]1[CH:16]=[CH:15][C:14]([NH:17][C:18](=[O:29])[C:19]2[CH:24]=[CH:23][CH:22]=[C:21]([C:25]([F:28])([F:27])[F:26])[CH:20]=2)=[CH:13][C:12]=1[C:30]1[N:31]([CH3:36])[N:32]=[CH:33][C:34]=1[Cl:35])([O-])=O, predict the reaction product. The product is: [NH2:5][C:8]([CH3:38])([CH3:37])[CH2:9][O:10][C:11]1[CH:16]=[CH:15][C:14]([NH:17][C:18](=[O:29])[C:19]2[CH:24]=[CH:23][CH:22]=[C:21]([C:25]([F:28])([F:26])[F:27])[CH:20]=2)=[CH:13][C:12]=1[C:30]1[N:31]([CH3:36])[N:32]=[CH:33][C:34]=1[Cl:35]. (4) Given the reactants ClC1C(CCCl)=C(C2C=CC=C(OC)C=2)N=C(N2CCOCC2)N=1.CN1C=CC(N)=N1.C[O:33][C:34]1[CH:35]=[C:36]([C:40]2[C:41]3[CH2:54][CH2:53][N:52]([C:55]4[CH:59]=[CH:58][N:57]([CH3:60])[N:56]=4)[C:42]=3[N:43]=[C:44]([N:46]3[CH2:51][CH2:50][O:49][CH2:48][CH2:47]3)[N:45]=2)[CH:37]=[CH:38][CH:39]=1, predict the reaction product. The product is: [CH3:60][N:57]1[CH:58]=[CH:59][C:55]([N:52]2[C:42]3[N:43]=[C:44]([N:46]4[CH2:47][CH2:48][O:49][CH2:50][CH2:51]4)[N:45]=[C:40]([C:36]4[CH:35]=[C:34]([OH:33])[CH:39]=[CH:38][CH:37]=4)[C:41]=3[CH2:54][CH2:53]2)=[N:56]1.